From a dataset of Full USPTO retrosynthesis dataset with 1.9M reactions from patents (1976-2016). Predict the reactants needed to synthesize the given product. The reactants are: [CH:1]12[NH:9][CH:5]([C:6](=[O:8])[CH2:7]1)[CH2:4][O:3][CH2:2]2.C([O-])([O-])=O.[K+].[K+].[N+:16]([C:19]1[CH:24]=[CH:23][CH:22]=[CH:21][C:20]=1[S:25](Cl)(=[O:27])=[O:26])([O-:18])=[O:17]. Given the product [N+:16]([C:19]1[CH:24]=[CH:23][CH:22]=[CH:21][C:20]=1[S:25]([N:9]1[CH:5]2[C:6](=[O:8])[CH2:7][CH:1]1[CH2:2][O:3][CH2:4]2)(=[O:27])=[O:26])([O-:18])=[O:17], predict the reactants needed to synthesize it.